From a dataset of Full USPTO retrosynthesis dataset with 1.9M reactions from patents (1976-2016). Predict the reactants needed to synthesize the given product. (1) The reactants are: C[O:2][C:3]1[CH:4]=[C:5]2[C:10](=[CH:11][CH:12]=1)[CH:9]=[C:8]([C@H:13]([CH3:17])[C:14]([OH:16])=[O:15])[CH:7]=[CH:6]2. Given the product [OH:2][C:3]1[CH:4]=[C:5]2[C:10](=[CH:11][CH:12]=1)[CH:9]=[C:8]([C@H:13]([CH3:17])[C:14]([OH:16])=[O:15])[CH:7]=[CH:6]2, predict the reactants needed to synthesize it. (2) Given the product [F:20][C:21]1[CH:31]=[C:30]([N+:32]([O-:34])=[O:33])[CH:29]=[CH:28][C:22]=1[O:23][CH2:24][CH:25]([OH:26])[CH2:27][N:13]1[CH2:12][C:11]2[C:15](=[CH:16][CH:17]=[C:9]([C:4]3[CH:5]=[CH:6][CH:7]=[CH:8][C:3]=3[C:2]([F:1])([F:18])[F:19])[CH:10]=2)[CH2:14]1, predict the reactants needed to synthesize it. The reactants are: [F:1][C:2]([F:19])([F:18])[C:3]1[CH:8]=[CH:7][CH:6]=[CH:5][C:4]=1[C:9]1[CH:10]=[C:11]2[C:15](=[CH:16][CH:17]=1)[CH2:14][NH:13][CH2:12]2.[F:20][C:21]1[CH:31]=[C:30]([N+:32]([O-:34])=[O:33])[CH:29]=[CH:28][C:22]=1[O:23][CH2:24][CH:25]1[CH2:27][O:26]1.